This data is from Full USPTO retrosynthesis dataset with 1.9M reactions from patents (1976-2016). The task is: Predict the reactants needed to synthesize the given product. (1) Given the product [CH2:11]([N:18]=[C:24]1[CH2:23][CH2:22][CH:21]([NH:26][C:27]2[C:28]3[N:29]([CH:36]=[C:37]([C:39]4[CH:44]=[CH:43][CH:42]=[CH:41][CH:40]=4)[CH:38]=3)[N:30]=[CH:31][C:32]=2[C:33]([NH2:35])=[O:34])[C:20]1([CH3:45])[CH3:19])[C:12]1[CH:17]=[CH:16][CH:15]=[CH:14][CH:13]=1, predict the reactants needed to synthesize it. The reactants are: ClCCl.C(N(CC)CC)C.[CH2:11]([NH2:18])[C:12]1[CH:17]=[CH:16][CH:15]=[CH:14][CH:13]=1.[CH3:19][C:20]1([CH3:45])[C:24](=O)[CH2:23][CH2:22][CH:21]1[NH:26][C:27]1[C:28]2[N:29]([CH:36]=[C:37]([C:39]3[CH:44]=[CH:43][CH:42]=[CH:41][CH:40]=3)[CH:38]=2)[N:30]=[CH:31][C:32]=1[C:33]([NH2:35])=[O:34]. (2) Given the product [Cl:23][C:24]1[CH:25]=[C:26]([CH:30]=[CH:31][CH:32]=1)[C:27]([N:16]([CH2:15][C:14]([N:10]1[CH2:11][C:12](=[O:13])[N:8]([C:4]2[CH:5]=[CH:6][CH:7]=[C:2]([Cl:1])[C:3]=2[CH3:22])[CH2:9]1)=[O:21])[CH2:17][CH2:18][O:19][CH3:20])=[O:28], predict the reactants needed to synthesize it. The reactants are: [Cl:1][C:2]1[C:3]([CH3:22])=[C:4]([N:8]2[C:12](=[O:13])[CH2:11][N:10]([C:14](=[O:21])[CH2:15][NH:16][CH2:17][CH2:18][O:19][CH3:20])[CH2:9]2)[CH:5]=[CH:6][CH:7]=1.[Cl:23][C:24]1[CH:25]=[C:26]([CH:30]=[CH:31][CH:32]=1)[C:27](Cl)=[O:28].N1C=CC=CC=1. (3) Given the product [Cl:19][C:20]1[CH:32]=[CH:31][C:23]([CH2:24][N:25]2[CH2:29][CH2:28][N:27]([CH2:13][C:14]3([CH3:17])[CH2:16][O:15]3)[C:26]2=[O:30])=[CH:22][CH:21]=1, predict the reactants needed to synthesize it. The reactants are: [H-].[Na+].C1(C)C=CC(S(O[CH2:13][C:14]2([CH3:17])[CH2:16][O:15]2)(=O)=O)=CC=1.[Cl:19][C:20]1[CH:32]=[CH:31][C:23]([CH2:24][N:25]2[CH2:29][CH2:28][NH:27][C:26]2=[O:30])=[CH:22][CH:21]=1.O. (4) Given the product [Cl:1][C:2]1[C:10]([OH:11])=[CH:9][CH:8]=[C:7]2[C:3]=1[C:4]1[C:5]([NH:6]2)=[N:25][C:22]2=[N:23][N:24]=[C:20]([CH2:19][C:18]3[CH:27]=[CH:28][C:15]([F:14])=[CH:16][CH:17]=3)[N:21]2[N:26]=1, predict the reactants needed to synthesize it. The reactants are: [Cl:1][C:2]1[C:10]([OH:11])=[CH:9][CH:8]=[C:7]2[C:3]=1[C:4](=O)[C:5](=O)[NH:6]2.[F:14][C:15]1[CH:28]=[CH:27][C:18]([CH2:19][C:20]2[N:21]([NH2:26])[C:22]([NH2:25])=[N:23][N:24]=2)=[CH:17][CH:16]=1. (5) Given the product [Cl:1][C:14]1[CH:13]=[C:12]([Cl:20])[C:6]2[C:4](=[C:3]([Cl:2])[C:9]([O:10][CH3:11])=[CH:8][CH:7]=2)[N:5]=1, predict the reactants needed to synthesize it. The reactants are: [ClH:1].[Cl:2][C:3]1[C:9]([O:10][CH3:11])=[CH:8][CH:7]=[CH:6][C:4]=1[NH2:5].[C:12](O)(=O)[CH2:13][C:14](O)=O.O(Cl)[Cl:20].[P]. (6) Given the product [CH3:15][N:16]([CH3:23])[CH:17]1[CH2:22][CH2:21][N:20]([C:2]2[CH:7]=[CH:6][C:5]([N+:8]([O-:10])=[O:9])=[CH:4][CH:3]=2)[CH2:19][CH2:18]1, predict the reactants needed to synthesize it. The reactants are: F[C:2]1[CH:7]=[CH:6][C:5]([N+:8]([O-:10])=[O:9])=[CH:4][CH:3]=1.CS(C)=O.[CH3:15][N:16]([CH3:23])[CH:17]1[CH2:22][CH2:21][NH:20][CH2:19][CH2:18]1.C(N(CC)CC)C. (7) Given the product [NH3:5].[CH:2]1([N:5]2[CH2:14][C:13]3[C:8](=[CH:9][CH:10]=[CH:11][CH:12]=3)[N:7]([CH2:15][C:16]3[N:20]([CH2:21][CH2:22][CH:23]([CH3:25])[CH3:24])[C:19]4[CH:26]=[CH:27][C:28]([C:30]([NH2:31])=[N:33][OH:34])=[CH:29][C:18]=4[N:17]=3)[CH2:6]2)[CH2:3][CH2:4]1, predict the reactants needed to synthesize it. The reactants are: Cl.[CH:2]1([N:5]2[CH2:14][C:13]3[C:8](=[CH:9][CH:10]=[CH:11][CH:12]=3)[N:7]([CH2:15][C:16]3[N:20]([CH2:21][CH2:22][CH:23]([CH3:25])[CH3:24])[C:19]4[CH:26]=[CH:27][C:28]([C:30]#[N:31])=[CH:29][C:18]=4[N:17]=3)[CH2:6]2)[CH2:4][CH2:3]1.Cl.[NH2:33][OH:34].C([O-])([O-])=O.[K+].[K+].